The task is: Predict the reaction yield, written as a fraction of the theoretical maximum amount of product (1.0 means a 100% yield; for example, 0.34 means a 34% yield).. This data is from Reaction yield outcomes from USPTO patents with 853,638 reactions. (1) The reactants are [F:1][C:2]1[CH:3]=[C:4]([S:8]([C:11]2[CH:12]=[C:13]3[C:17](=[CH:18][CH:19]=2)[NH:16][N:15]=[C:14]3[NH2:20])(=[O:10])=[O:9])[CH:5]=[CH:6][CH:7]=1.[F:21][C:22]([F:33])([F:32])[C:23](O[C:23](=[O:24])[C:22]([F:33])([F:32])[F:21])=[O:24]. The catalyst is ClCCl. The product is [F:21][C:22]([F:33])([F:32])[C:23]([NH:20][C:14]1[C:13]2[C:17](=[CH:18][CH:19]=[C:11]([S:8]([C:4]3[CH:5]=[CH:6][CH:7]=[C:2]([F:1])[CH:3]=3)(=[O:10])=[O:9])[CH:12]=2)[NH:16][N:15]=1)=[O:24]. The yield is 0.883. (2) The reactants are [CH3:1][O:2][C:3]1[CH:4]=[C:5]([C:9]2[CH:14]=[CH:13][CH:12]=[C:11]([CH:15]3[S:20][CH2:19][CH2:18][CH2:17][S:16]3)[CH:10]=2)[CH:6]=[CH:7][CH:8]=1.C([Li])CCC.[Si:26]([O:43][C:44]1[CH:51]=[CH:50][C:47]([CH:48]=[O:49])=[CH:46][CH:45]=1)([C:39]([CH3:42])([CH3:41])[CH3:40])([C:33]1[CH:38]=[CH:37][CH:36]=[CH:35][CH:34]=1)[C:27]1[CH:32]=[CH:31][CH:30]=[CH:29][CH:28]=1.[Cl-].[NH4+]. The catalyst is O1CCCC1. The product is [Si:26]([O:43][C:44]1[CH:51]=[CH:50][C:47]([CH:48]([C:15]2([C:11]3[CH:10]=[C:9]([C:5]4[CH:6]=[CH:7][CH:8]=[C:3]([O:2][CH3:1])[CH:4]=4)[CH:14]=[CH:13][CH:12]=3)[S:16][CH2:17][CH2:18][CH2:19][S:20]2)[OH:49])=[CH:46][CH:45]=1)([C:39]([CH3:41])([CH3:42])[CH3:40])([C:33]1[CH:38]=[CH:37][CH:36]=[CH:35][CH:34]=1)[C:27]1[CH:28]=[CH:29][CH:30]=[CH:31][CH:32]=1. The yield is 0.720. (3) The catalyst is C1(C)C=CC=CC=1.C(Cl)Cl. The reactants are [CH2:1]([CH:3]1[CH2:7][C:6](=[CH2:8])[CH2:5][CH:4]1[C:9]([O:11][CH2:12][CH3:13])=[O:10])[CH3:2].C1([Si](C2C=CC=CC=2)(C2C=CC=CC=2)[SH:21])C=CC=CC=1.N(C(C)(C)C#N)=NC(C)(C)C#N.C(O)(C(F)(F)F)=O. The product is [CH2:1]([CH:3]1[CH2:7][CH:6]([CH2:8][SH:21])[CH2:5][CH:4]1[C:9]([O:11][CH2:12][CH3:13])=[O:10])[CH3:2]. The yield is 0.720.